From a dataset of Forward reaction prediction with 1.9M reactions from USPTO patents (1976-2016). Predict the product of the given reaction. Given the reactants Br[C:2]1[C:7]([CH3:8])=[CH:6][C:5]([N+:9]([O-:11])=[O:10])=[CH:4][N:3]=1.[CH3:12][O:13][C:14]1[CH:15]=[C:16](B(O)O)[CH:17]=[CH:18][CH:19]=1, predict the reaction product. The product is: [CH3:12][O:13][C:14]1[CH:19]=[C:18]([C:2]2[C:7]([CH3:8])=[CH:6][C:5]([N+:9]([O-:11])=[O:10])=[CH:4][N:3]=2)[CH:17]=[CH:16][CH:15]=1.